The task is: Predict the reaction yield, written as a fraction of the theoretical maximum amount of product (1.0 means a 100% yield; for example, 0.34 means a 34% yield).. This data is from Reaction yield outcomes from USPTO patents with 853,638 reactions. (1) The reactants are [CH3:1][O:2][C:3](=[O:26])[CH2:4][C@@H:5]1[N:11]=[C:10]([C:12]2[CH:17]=[CH:16][C:15]([Cl:18])=[CH:14][CH:13]=2)[C:9]2[CH:19]=[C:20]([O:23][CH3:24])[CH:21]=[CH:22][C:8]=2[NH:7][C:6]1=S.O.[NH2:28][NH2:29].CCN(CC)CC.[C:37](Cl)(=[O:39])[CH3:38]. The catalyst is C1COCC1. The product is [CH3:1][O:2][C:3](=[O:26])[CH2:4][C@@H:5]1[N:11]=[C:10]([C:12]2[CH:17]=[CH:16][C:15]([Cl:18])=[CH:14][CH:13]=2)[C:9]2[CH:19]=[C:20]([O:23][CH3:24])[CH:21]=[CH:22][C:8]=2[N:7]=[C:6]1[NH:28][NH:29][C:37](=[O:39])[CH3:38]. The yield is 0.980. (2) The reactants are [Cl:1][C:2]1[CH:3]=[C:4]([CH:8]=[CH:9][C:10]=1[O:11][CH:12]([CH3:14])[CH3:13])[C:5](O)=O.[NH:15]([C:17](=[S:19])[NH2:18])[NH2:16].P(Cl)(Cl)(Cl)=O.[OH-].[Na+]. The catalyst is O. The product is [Cl:1][C:2]1[CH:3]=[C:4]([C:5]2[S:19][C:17]([NH2:18])=[N:15][N:16]=2)[CH:8]=[CH:9][C:10]=1[O:11][CH:12]([CH3:14])[CH3:13]. The yield is 0.312. (3) The reactants are [Cl:1][C:2]1[CH:7]=[CH:6][C:5]([C:8]2[N:9]=[C:10]([CH2:24][O:25][CH3:26])[C:11]([C:21]([OH:23])=[O:22])=[N:12][C:13]=2[C:14]2[CH:19]=[CH:18][C:17]([Cl:20])=[CH:16][CH:15]=2)=[CH:4][CH:3]=1.[CH3:27][Si](C=[N+]=[N-])(C)C. The catalyst is ClCCl.CO. The product is [Cl:1][C:2]1[CH:3]=[CH:4][C:5]([C:8]2[N:9]=[C:10]([CH2:24][O:25][CH3:26])[C:11]([C:21]([O:23][CH3:27])=[O:22])=[N:12][C:13]=2[C:14]2[CH:19]=[CH:18][C:17]([Cl:20])=[CH:16][CH:15]=2)=[CH:6][CH:7]=1. The yield is 0.900. (4) The reactants are [Cl:1][C:2]1[CH:3]=[CH:4][C:5](F)=[N:6][CH:7]=1.[CH:9]1([C:12]#[N:13])[CH2:11][CH2:10]1.C[Si]([N-][Si](C)(C)C)(C)C.[K+].[NH4+].[Cl-]. The catalyst is C1(C)C=CC=CC=1. The product is [Cl:1][C:2]1[CH:3]=[CH:4][C:5]([C:9]2([C:12]#[N:13])[CH2:11][CH2:10]2)=[N:6][CH:7]=1. The yield is 0.310. (5) The reactants are [OH:1][CH2:2][CH:3]([CH2:21][OH:22])[CH2:4][O:5][C:6]1[C:13]([C:14]2[S:15][CH:16]=[CH:17][CH:18]=2)=[CH:12][C:9]([CH:10]=O)=[C:8]([O:19][CH3:20])[CH:7]=1.[C:23]([C:26]1[CH:34]=[CH:33][C:29]([C:30]([OH:32])=[O:31])=[CH:28][CH:27]=1)(=[O:25])[CH3:24]. No catalyst specified. The product is [OH:1][CH2:2][CH:3]([CH2:21][OH:22])[CH2:4][O:5][C:6]1[C:13]([C:14]2[S:15][CH:16]=[CH:17][CH:18]=2)=[CH:12][C:9](/[CH:10]=[CH:24]/[C:23]([C:26]2[CH:34]=[CH:33][C:29]([C:30]([OH:32])=[O:31])=[CH:28][CH:27]=2)=[O:25])=[C:8]([O:19][CH3:20])[CH:7]=1. The yield is 0.600.